From a dataset of Forward reaction prediction with 1.9M reactions from USPTO patents (1976-2016). Predict the product of the given reaction. (1) The product is: [Cl:17][C:18]1[C:19]([C:30]([F:32])([F:31])[F:33])=[N:20][N:21]([C:24]([CH3:29])([CH3:28])[C:25]([NH:16][C:11]2[CH:10]=[N:9][N:8]([C:5]3[CH:4]=[CH:3][C:2]([F:1])=[CH:7][CH:6]=3)[C:12]=2[CH:13]([CH3:14])[CH3:15])=[O:26])[C:22]=1[CH3:23]. Given the reactants [F:1][C:2]1[CH:7]=[CH:6][C:5]([N:8]2[C:12]([CH:13]([CH3:15])[CH3:14])=[C:11]([NH2:16])[CH:10]=[N:9]2)=[CH:4][CH:3]=1.[Cl:17][C:18]1[C:19]([C:30]([F:33])([F:32])[F:31])=[N:20][N:21]([C:24]([CH3:29])([CH3:28])[C:25](O)=[O:26])[C:22]=1[CH3:23].C(N(C(C)C)CC)(C)C.CN(C(ON1N=NC2C=CC=NC1=2)=[N+](C)C)C.F[P-](F)(F)(F)(F)F, predict the reaction product. (2) The product is: [Cl:1][C:2]1[CH:7]=[C:6]([Cl:8])[CH:5]=[CH:4][C:3]=1[C:9]1[N:10]([C:18]2[CH:19]=[CH:20][C:21]([O:24][CH2:25][CH2:26][CH2:27][F:28])=[CH:22][CH:23]=2)[C:11]([CH3:17])=[C:12]([C:14]([Cl:32])=[O:15])[N:13]=1. Given the reactants [Cl:1][C:2]1[CH:7]=[C:6]([Cl:8])[CH:5]=[CH:4][C:3]=1[C:9]1[N:10]([C:18]2[CH:23]=[CH:22][C:21]([O:24][CH2:25][CH2:26][CH2:27][F:28])=[CH:20][CH:19]=2)[C:11]([CH3:17])=[C:12]([C:14](O)=[O:15])[N:13]=1.C(Cl)(=O)C([Cl:32])=O.CN(C=O)C, predict the reaction product. (3) Given the reactants ClC1[C:3](F)=[CH:4][C:5](F)=[C:6]([CH:14]=1)[C:7](NS(C)(=O)=O)=[O:8].[Cl:17][C:18]1[C:19](F)=[CH:20][C:21]([F:33])=[C:22]([CH:32]=1)[C:23]([NH:25][S:26](=[O:31])(=[O:30])[N:27]([CH3:29])[CH3:28])=[O:24].C12(CO)CC3CC(CC(C3)C1)C2.C1(CO)CCCC1, predict the reaction product. The product is: [Cl:17][C:18]1[C:19]([O:8][CH2:7][CH:6]2[CH2:5][CH2:4][CH2:3][CH2:14]2)=[CH:20][C:21]([F:33])=[C:22]([CH:32]=1)[C:23]([NH:25][S:26](=[O:31])(=[O:30])[N:27]([CH3:29])[CH3:28])=[O:24]. (4) Given the reactants [OH2:1].[C:2]([CH2:4][C:5]([O:7][CH2:8][CH3:9])=[O:6])#[N:3].Cl.[NH2:11]O.C(=O)([O-])[O-].[Na+].[Na+], predict the reaction product. The product is: [NH2:3][C:2](=[N:11][OH:1])[CH2:4][C:5]([O:7][CH2:8][CH3:9])=[O:6]. (5) Given the reactants [F:1][C:2]([F:21])([C:14]1[CH:19]=[CH:18][C:17]([F:20])=[CH:16][CH:15]=1)[C:3](=O)[CH2:4][C:5]1[CH:12]=[CH:11][CH:10]=[CH:9][C:6]=1[C:7]#[N:8].S(=O)(=O)(O)[OH:23], predict the reaction product. The product is: [F:1][C:2]([F:21])([C:14]1[CH:19]=[CH:18][C:17]([F:20])=[CH:16][CH:15]=1)[C:3]1[N:8]=[C:7]([OH:23])[C:6]2[C:5]([CH:4]=1)=[CH:12][CH:11]=[CH:10][CH:9]=2. (6) Given the reactants FC(F)(F)C(O)=O.[NH2:8][C@@H:9]1[CH2:13][CH2:12][N:11]([C:14]2[N:22]=[C:21]3[C:17]([N:18]=[CH:19][N:20]3[C@@H:23]3[CH2:27][C@H:26]([NH:28][C:29](=[O:32])[CH2:30][CH3:31])[C@@H:25]([OH:33])[C@H:24]3[OH:34])=[C:16]([NH:35][CH2:36][CH:37]([C:45]3[CH:50]=[CH:49][C:48]([OH:51])=[CH:47][CH:46]=3)[C:38]3[CH:43]=[CH:42][C:41]([OH:44])=[CH:40][CH:39]=3)[N:15]=2)[CH2:10]1.[N:52]1([C:66]2[CH:71]=[CH:70][CH:69]=[CH:68][N:67]=2)[CH2:57][CH2:56][CH:55]([NH:58][C:59](N2C=CN=C2)=[O:60])[CH2:54][CH2:53]1, predict the reaction product. The product is: [OH:51][C:48]1[CH:49]=[CH:50][C:45]([CH:37]([C:38]2[CH:43]=[CH:42][C:41]([OH:44])=[CH:40][CH:39]=2)[CH2:36][NH:35][C:16]2[N:15]=[C:14]([N:11]3[CH2:12][CH2:13][C@@H:9]([NH:8][C:59]([NH:58][CH:55]4[CH2:54][CH2:53][N:52]([C:66]5[CH:71]=[CH:70][CH:69]=[CH:68][N:67]=5)[CH2:57][CH2:56]4)=[O:60])[CH2:10]3)[N:22]=[C:21]3[C:17]=2[N:18]=[CH:19][N:20]3[C@@H:23]2[CH2:27][C@H:26]([NH:28][C:29](=[O:32])[CH2:30][CH3:31])[C@@H:25]([OH:33])[C@H:24]2[OH:34])=[CH:46][CH:47]=1. (7) The product is: [N:8]1([CH2:7][C:6]([OH:17])=[O:5])[C:16]2[CH:15]=[CH:14][N:13]=[CH:12][C:11]=2[CH:10]=[CH:9]1. Given the reactants C([O:5][C:6](=[O:17])[CH2:7][N:8]1[C:16]2[CH:15]=[CH:14][N:13]=[CH:12][C:11]=2[CH:10]=[CH:9]1)(C)(C)C.FC(F)(F)C(O)=O, predict the reaction product.